From a dataset of Forward reaction prediction with 1.9M reactions from USPTO patents (1976-2016). Predict the product of the given reaction. (1) Given the reactants [CH3:1][O:2][C:3]([C:5]1[CH:9]=[C:8]([N+:10]([O-])=O)[S:7][CH:6]=1)=[O:4], predict the reaction product. The product is: [CH3:1][O:2][C:3]([C:5]1[CH:9]=[C:8]([NH2:10])[S:7][CH:6]=1)=[O:4]. (2) Given the reactants [CH2:1]([N:3]([CH2:14][CH3:15])[C:4]([CH:6]1[CH2:11][CH2:10][CH2:9][CH:8](Br)[C:7]1=O)=[O:5])[CH3:2].[F:16][CH2:17][CH2:18][NH:19][C:20]1[CH:25]=[CH:24][CH:23]=[C:22]([F:26])[CH:21]=1, predict the reaction product. The product is: [CH2:1]([N:3]([CH2:14][CH3:15])[C:4]([CH:6]1[C:7]2[C:25]3[C:20](=[CH:21][C:22]([F:26])=[CH:23][CH:24]=3)[N:19]([CH2:18][CH2:17][F:16])[C:8]=2[CH2:9][CH2:10][CH2:11]1)=[O:5])[CH3:2].[CH2:1]([N:3]([CH2:14][CH3:15])[C:4]([CH:6]1[C:7]2[C:21]3[C:20](=[CH:25][CH:24]=[CH:23][C:22]=3[F:26])[N:19]([CH2:18][CH2:17][F:16])[C:8]=2[CH2:9][CH2:10][CH2:11]1)=[O:5])[CH3:2]. (3) Given the reactants [CH2:1]([O:8][C:9]1[CH:20]=[CH:19][C:12]([O:13][CH:14]([CH2:17][OH:18])[CH2:15][OH:16])=[CH:11][CH:10]=1)[C:2]1[CH:7]=[CH:6][CH:5]=[CH:4][CH:3]=1.C(O[CH:24](OCC)[CH2:25][CH2:26][CH2:27][NH:28][C:29](=[O:31])[CH3:30])C.C1(C)C=CC(S(O)(=O)=O)=CC=1, predict the reaction product. The product is: [CH2:1]([O:8][C:9]1[CH:20]=[CH:19][C:12]([O:13][CH:14]2[CH2:17][O:18][CH:24]([CH2:25][CH2:26][CH2:27][NH:28][C:29](=[O:31])[CH3:30])[O:16][CH2:15]2)=[CH:11][CH:10]=1)[C:2]1[CH:3]=[CH:4][CH:5]=[CH:6][CH:7]=1. (4) The product is: [C:1]([O:5][C:6]([N:8]1[CH2:13][CH2:12][CH:11]([CH2:14][NH:15][C:17]2[CH:22]=[CH:21][C:20]([Cl:23])=[CH:19][CH:18]=2)[CH2:10][CH2:9]1)=[O:7])([CH3:4])([CH3:3])[CH3:2]. Given the reactants [C:1]([O:5][C:6]([N:8]1[CH2:13][CH2:12][CH:11]([CH2:14][NH2:15])[CH2:10][CH2:9]1)=[O:7])([CH3:4])([CH3:3])[CH3:2].Br[C:17]1[CH:22]=[CH:21][C:20]([Cl:23])=[CH:19][CH:18]=1.CC(C)([O-])C.[Na+].C1(P(C2C=CC=CC=2)C2C3OC4C(=CC=CC=4P(C4C=CC=CC=4)C4C=CC=CC=4)C(C)(C)C=3C=CC=2)C=CC=CC=1.C(=O)([O-])O.[Na+], predict the reaction product. (5) Given the reactants Cl[CH2:2][CH2:3][CH2:4][CH2:5][N:6]1[C@@H:10](/[CH:11]=[CH:12]/[CH:13]([OH:21])[CH2:14][C:15]2[CH:20]=[CH:19][CH:18]=[CH:17][CH:16]=2)[CH2:9][CH2:8][C:7]1=[O:22].[Na].[SH:24][C:25]1[N:29]([CH3:30])[N:28]=[N:27][N:26]=1.O, predict the reaction product. The product is: [OH:21][CH:13]([CH2:14][C:15]1[CH:20]=[CH:19][CH:18]=[CH:17][CH:16]=1)/[CH:12]=[CH:11]/[C@@H:10]1[N:6]([CH2:5][CH2:4][CH2:3][CH2:2][S:24][C:25]2[N:29]([CH3:30])[N:28]=[N:27][N:26]=2)[C:7](=[O:22])[CH2:8][CH2:9]1.